From a dataset of Forward reaction prediction with 1.9M reactions from USPTO patents (1976-2016). Predict the product of the given reaction. (1) Given the reactants [Na].[O:2]([CH2:9][C:10](=[O:12])[CH3:11])[C:3]1[CH:8]=[CH:7][CH:6]=[CH:5][CH:4]=1.[C:13](OCC)(=[O:19])[C:14]([O:16][CH2:17][CH3:18])=[O:15], predict the reaction product. The product is: [O:19]=[C:13]([CH2:11][C:10](=[O:12])[CH2:9][O:2][C:3]1[CH:8]=[CH:7][CH:6]=[CH:5][CH:4]=1)[C:14]([O:16][CH2:17][CH3:18])=[O:15]. (2) The product is: [OH:1][C:2]1[CH:9]=[C:8]([C:10]2[CH:15]=[CH:14][CH:13]=[CH:12][CH:11]=2)[CH:7]=[CH:6][C:3]=1[CH:4]=[N:17][OH:18]. Given the reactants [OH:1][C:2]1[CH:9]=[C:8]([C:10]2[CH:15]=[CH:14][CH:13]=[CH:12][CH:11]=2)[CH:7]=[CH:6][C:3]=1[CH:4]=O.Cl.[NH2:17][OH:18].C([O-])(=O)C.[Na+].O, predict the reaction product. (3) Given the reactants Br[CH2:2][CH2:3][N:4]1[C:8]([CH2:9]Br)=[CH:7][C:6]([N+:11]([O-:13])=[O:12])=[N:5]1.[NH3:14], predict the reaction product. The product is: [N+:11]([C:6]1[CH:7]=[C:8]2[CH2:9][NH:14][CH2:2][CH2:3][N:4]2[N:5]=1)([O-:13])=[O:12].